The task is: Predict the reaction yield, written as a fraction of the theoretical maximum amount of product (1.0 means a 100% yield; for example, 0.34 means a 34% yield).. This data is from Reaction yield outcomes from USPTO patents with 853,638 reactions. (1) The reactants are [Cl:1][C:2]1[CH:3]=[C:4]([N+:12]([O-:14])=[O:13])[C:5]([CH3:11])=[C:6]([CH:10]=1)[C:7]([OH:9])=[O:8].[C:15](=O)([O-])[O-].[Na+].[Na+].CI. The catalyst is CN(C=O)C. The product is [Cl:1][C:2]1[CH:3]=[C:4]([N+:12]([O-:14])=[O:13])[C:5]([CH3:11])=[C:6]([CH:10]=1)[C:7]([O:9][CH3:15])=[O:8]. The yield is 0.640. (2) The reactants are [C:1]1([C:20]2[CH:25]=[CH:24][CH:23]=[CH:22][CH:21]=2)[CH:6]=[CH:5][C:4]([CH:7]2[C:11]3[NH:12][C:13]([C:15]([O:17]CC)=[O:16])=[CH:14][C:10]=3[CH2:9][CH2:8]2)=[CH:3][CH:2]=1.[OH-].[Na+].CO. The catalyst is C1COCC1. The product is [C:1]1([C:20]2[CH:21]=[CH:22][CH:23]=[CH:24][CH:25]=2)[CH:2]=[CH:3][C:4]([CH:7]2[C:11]3[NH:12][C:13]([C:15]([OH:17])=[O:16])=[CH:14][C:10]=3[CH2:9][CH2:8]2)=[CH:5][CH:6]=1. The yield is 0.300. (3) The reactants are [C:1]1([CH2:11][C:12]([OH:14])=O)[CH:6]=[CH:5][C:4]([CH2:7][C:8]([OH:10])=[O:9])=[CH:3][CH:2]=1.C1CN([P+](ON2N=N[C:34]3[CH:35]=[CH:36][CH:37]=[CH:38][C:33]2=3)(N2CCCC2)N2CCCC2)CC1.F[P-](F)(F)(F)(F)F.C(CN)C1C=CC=CC=1.C[CH2:58][N:59](C(C)C)[CH:60](C)C. The catalyst is C(Cl)Cl. The product is [CH2:58]([N:59]([CH3:60])[C:12]([CH2:11][C:1]1[CH:2]=[CH:3][C:4]([CH2:7][C:8]([OH:10])=[O:9])=[CH:5][CH:6]=1)=[O:14])[C:33]1[CH:34]=[CH:35][CH:36]=[CH:37][CH:38]=1. The yield is 0.900. (4) The reactants are [F:1][C:2]([F:11])([F:10])[CH:3]([CH2:8][CH3:9])[CH2:4][C:5]([OH:7])=[O:6].[CH3:12][Si](C=[N+]=[N-])(C)C. The catalyst is ClCCl.CO. The product is [CH3:12][O:6][C:5](=[O:7])[CH2:4][CH:3]([C:2]([F:10])([F:11])[F:1])[CH2:8][CH3:9]. The yield is 0.754. (5) The reactants are [S:1]1[CH:5]=[CH:4][CH:3]=[C:2]1[C:6]1[CH:11]=[CH:10][N:9]=[C:8]2[N:12]([C@@H:15]3[O:21][C@H:20]([CH2:22][OH:23])[C@@H:18]([OH:19])[C@H:16]3[OH:17])[CH:13]=[N:14][C:7]=12.[CH3:24][O:25][C:26]1[CH:47]=[CH:46][C:29]([C:30](Cl)([C:39]2[CH:44]=[CH:43][CH:42]=[CH:41][CH:40]=2)[C:31]2[CH:36]=[CH:35][C:34]([O:37][CH3:38])=[CH:33][CH:32]=2)=[CH:28][CH:27]=1.C([O-])(O)=O.[Na+]. The catalyst is N1C=CC=CC=1. The product is [S:1]1[CH:5]=[CH:4][CH:3]=[C:2]1[C:6]1[CH:11]=[CH:10][N:9]=[C:8]2[N:12]([C@@H:15]3[O:21][C@H:20]([CH2:22][O:23][C:30]([C:39]4[CH:44]=[CH:43][CH:42]=[CH:41][CH:40]=4)([C:31]4[CH:36]=[CH:35][C:34]([O:37][CH3:38])=[CH:33][CH:32]=4)[C:29]4[CH:28]=[CH:27][C:26]([O:25][CH3:24])=[CH:47][CH:46]=4)[C@@H:18]([OH:19])[C@H:16]3[OH:17])[CH:13]=[N:14][C:7]=12. The yield is 0.710. (6) The reactants are Cl[C:2]1[N:7]=[C:6]([C:8]2[S:12][C:11]([N:13]([CH2:18]C)[CH2:14][CH2:15][O:16][CH3:17])=[N:10][C:9]=2[C:20]2[C:21]([F:36])=[C:22]([NH:26][S:27]([CH:30]3[CH2:35][CH2:34][CH2:33][CH2:32][CH2:31]3)(=[O:29])=[O:28])[CH:23]=[CH:24][CH:25]=2)[CH:5]=[CH:4][N:3]=1.[NH4+:37].[OH-]. The catalyst is O.Cl.C(Cl)Cl. The product is [NH2:37][C:2]1[N:7]=[C:6]([C:8]2[S:12][C:11]([N:13]3[CH2:18][CH2:17][O:16][CH2:15][CH2:14]3)=[N:10][C:9]=2[C:20]2[C:21]([F:36])=[C:22]([NH:26][S:27]([CH:30]3[CH2:35][CH2:34][CH2:33][CH2:32][CH2:31]3)(=[O:28])=[O:29])[CH:23]=[CH:24][CH:25]=2)[CH:5]=[CH:4][N:3]=1. The yield is 0.410. (7) The reactants are O[CH2:2][C:3]1[CH:14]=[N:13][C:6]2[N:7]([CH3:12])[CH2:8][C:9](=[O:11])[NH:10][C:5]=2[CH:4]=1.[I-].C(C[P+](C)(C)C)#N.C(N(C(C)C)C(C)C)C.Cl.[Cl:33][C:34]1[CH:39]=[CH:38][C:37]([N:40]2[CH2:45][CH2:44][NH:43][CH2:42][CH2:41]2)=[CH:36][CH:35]=1. The catalyst is C(#N)CC.O. The product is [Cl:33][C:34]1[CH:35]=[CH:36][C:37]([N:40]2[CH2:45][CH2:44][N:43]([CH2:2][C:3]3[CH:14]=[N:13][C:6]4[N:7]([CH3:12])[CH2:8][C:9](=[O:11])[NH:10][C:5]=4[CH:4]=3)[CH2:42][CH2:41]2)=[CH:38][CH:39]=1. The yield is 0.0800.